Regression. Given two drug SMILES strings and cell line genomic features, predict the synergy score measuring deviation from expected non-interaction effect. From a dataset of NCI-60 drug combinations with 297,098 pairs across 59 cell lines. (1) Drug 1: C1=CC=C(C=C1)NC(=O)CCCCCCC(=O)NO. Drug 2: C1CNP(=O)(OC1)N(CCCl)CCCl. Cell line: OVCAR3. Synergy scores: CSS=5.00, Synergy_ZIP=-1.64, Synergy_Bliss=-1.77, Synergy_Loewe=-22.8, Synergy_HSA=-6.54. (2) Drug 1: C1CC(=O)NC(=O)C1N2C(=O)C3=CC=CC=C3C2=O. Drug 2: CC1CCCC2(C(O2)CC(NC(=O)CC(C(C(=O)C(C1O)C)(C)C)O)C(=CC3=CSC(=N3)C)C)C. Cell line: HCT-15. Synergy scores: CSS=27.7, Synergy_ZIP=0.900, Synergy_Bliss=2.38, Synergy_Loewe=-39.7, Synergy_HSA=-0.0922. (3) Drug 1: C1=CC(=CC=C1CCCC(=O)O)N(CCCl)CCCl. Drug 2: CCC1=C2CN3C(=CC4=C(C3=O)COC(=O)C4(CC)O)C2=NC5=C1C=C(C=C5)O. Cell line: ACHN. Synergy scores: CSS=52.7, Synergy_ZIP=-0.275, Synergy_Bliss=0.513, Synergy_Loewe=-4.37, Synergy_HSA=2.48. (4) Drug 1: CCC1(C2=C(COC1=O)C(=O)N3CC4=CC5=C(C=CC(=C5CN(C)C)O)N=C4C3=C2)O.Cl. Drug 2: N.N.Cl[Pt+2]Cl. Cell line: IGROV1. Synergy scores: CSS=77.4, Synergy_ZIP=-5.49, Synergy_Bliss=-2.99, Synergy_Loewe=0.937, Synergy_HSA=2.62. (5) Drug 1: CN(C)N=NC1=C(NC=N1)C(=O)N. Drug 2: CCC1(CC2CC(C3=C(CCN(C2)C1)C4=CC=CC=C4N3)(C5=C(C=C6C(=C5)C78CCN9C7C(C=CC9)(C(C(C8N6C)(C(=O)OC)O)OC(=O)C)CC)OC)C(=O)OC)O.OS(=O)(=O)O. Cell line: NCIH23. Synergy scores: CSS=7.71, Synergy_ZIP=-7.43, Synergy_Bliss=-8.94, Synergy_Loewe=-28.6, Synergy_HSA=-9.08.